This data is from Full USPTO retrosynthesis dataset with 1.9M reactions from patents (1976-2016). The task is: Predict the reactants needed to synthesize the given product. (1) Given the product [CH2:10]([O:12][C:13]1[CH:14]=[C:15]([NH:16][C:2]2[N:7]=[C:6]([C:8]#[N:9])[CH:5]=[CH:4][N:3]=2)[CH:17]=[CH:18][CH:19]=1)[CH3:11], predict the reactants needed to synthesize it. The reactants are: Cl[C:2]1[N:7]=[C:6]([C:8]#[N:9])[CH:5]=[CH:4][N:3]=1.[CH2:10]([O:12][C:13]1[CH:14]=[C:15]([CH:17]=[CH:18][CH:19]=1)[NH2:16])[CH3:11]. (2) Given the product [NH2:1][C:2]1[N:3]=[C:4]([NH:19][CH2:20][CH2:21][NH:22][C:23]2[CH:28]=[CH:27][C:26]([Cl:29])=[CH:25][N:24]=2)[C:5]([C:13]#[N:14])=[C:6]([C:8]2[O:9][CH:10]=[CH:11][CH:12]=2)[N:7]=1, predict the reactants needed to synthesize it. The reactants are: [NH2:1][C:2]1[N:7]=[C:6]([C:8]2[O:9][CH:10]=[CH:11][CH:12]=2)[C:5]([C:13]#[N:14])=[C:4](S(C)=O)[N:3]=1.Cl.[NH2:19][CH2:20][CH2:21][NH:22][C:23]1[CH:28]=[CH:27][C:26]([Cl:29])=[CH:25][N:24]=1.C1CCN2C(=NCCC2)CC1. (3) Given the product [Cl:1][C:2]1[N:7]=[C:6]([CH:12]2[CH2:14][CH2:13]2)[C:5]([C:9]#[N:10])=[CH:4][N:3]=1, predict the reactants needed to synthesize it. The reactants are: [Cl:1][C:2]1[N:7]=[C:6](Cl)[C:5]([C:9]#[N:10])=[CH:4][N:3]=1.[Br-].[CH:12]1([Zn+])[CH2:14][CH2:13]1.